Dataset: Reaction yield outcomes from USPTO patents with 853,638 reactions. Task: Predict the reaction yield, written as a fraction of the theoretical maximum amount of product (1.0 means a 100% yield; for example, 0.34 means a 34% yield). (1) The product is [Br:1][C:2]1[CH:3]=[C:4]2[C:10]([CH3:11])=[N:9][N:8]([C:17]([O:16][C:12]([CH3:15])([CH3:14])[CH3:13])=[O:18])[C:5]2=[N:6][CH:7]=1. The yield is 0.860. The catalyst is C(#N)C. The reactants are [Br:1][C:2]1[CH:3]=[C:4]2[C:10]([CH3:11])=[N:9][NH:8][C:5]2=[N:6][CH:7]=1.[C:12]([O:16][C:17](O[C:17]([O:16][C:12]([CH3:15])([CH3:14])[CH3:13])=[O:18])=[O:18])([CH3:15])([CH3:14])[CH3:13]. (2) The reactants are [CH:1]1([NH:4][C:5]([NH:7][C:8]2[CH:13]=[CH:12][C:11]([C:14]3[N:15]=[C:16]([N:24]4[CH2:29][CH2:28][O:27][CH2:26][C@@H:25]4C)[C:17]4[CH2:22][N:21]([CH3:23])[CH2:20][C:18]=4[N:19]=3)=[C:10]([F:31])[CH:9]=2)=[O:6])[CH2:3][CH2:2]1.ClC1N=C(N2CCOCC2)C2CN(C)CC=2N=1. No catalyst specified. The product is [CH:1]1([NH:4][C:5]([NH:7][C:8]2[CH:13]=[CH:12][C:11]([C:14]3[N:15]=[C:16]([N:24]4[CH2:25][CH2:26][O:27][CH2:28][CH2:29]4)[C:17]4[CH2:22][N:21]([CH3:23])[CH2:20][C:18]=4[N:19]=3)=[C:10]([F:31])[CH:9]=2)=[O:6])[CH2:3][CH2:2]1. The yield is 0.310. (3) The reactants are [Br:1]N1C(=O)CCC1=O.[NH2:9][C:10]1[CH:15]=[C:14]([C:16]([F:19])([F:18])[F:17])[CH:13]=[CH:12][N:11]=1. The catalyst is O1CCCC1. The product is [Br:1][C:13]1[C:14]([C:16]([F:17])([F:19])[F:18])=[CH:15][C:10]([NH2:9])=[N:11][CH:12]=1. The yield is 0.780. (4) The reactants are [CH2:1]([N:3]1[C:7]2=[N:8][C:9]([CH2:33][CH3:34])=[C:10]([CH2:19][NH:20][C:21]([C:23]3[N:28]=[C:27]([C:29]([O:31]C)=[O:30])[CH:26]=[CH:25][CH:24]=3)=[O:22])[C:11]([NH:12][CH:13]3[CH2:18][CH2:17][O:16][CH2:15][CH2:14]3)=[C:6]2[CH:5]=[N:4]1)[CH3:2].O.[OH-].[Li+].Cl. The catalyst is O1CCCC1. The product is [CH2:1]([N:3]1[C:7]2=[N:8][C:9]([CH2:33][CH3:34])=[C:10]([CH2:19][NH:20][C:21]([C:23]3[N:28]=[C:27]([C:29]([OH:31])=[O:30])[CH:26]=[CH:25][CH:24]=3)=[O:22])[C:11]([NH:12][CH:13]3[CH2:14][CH2:15][O:16][CH2:17][CH2:18]3)=[C:6]2[CH:5]=[N:4]1)[CH3:2]. The yield is 0.620.